Task: Predict the reaction yield, written as a fraction of the theoretical maximum amount of product (1.0 means a 100% yield; for example, 0.34 means a 34% yield).. Dataset: Reaction yield outcomes from USPTO patents with 853,638 reactions (1) The reactants are [CH3:1][CH:2]([N:4]1[CH2:9][CH2:8][N:7]([C:10]2[CH:15]=[C:14]([O:16][CH3:17])[C:13]([N+:18]([O-])=O)=[CH:12][C:11]=2[CH3:21])[CH2:6][CH2:5]1)[CH3:3].NN.C. The catalyst is CO.[Fe](Cl)(Cl)Cl. The product is [CH3:21][C:11]1[C:10]([N:7]2[CH2:6][CH2:5][N:4]([CH:2]([CH3:3])[CH3:1])[CH2:9][CH2:8]2)=[CH:15][C:14]([O:16][CH3:17])=[C:13]([CH:12]=1)[NH2:18]. The yield is 0.940. (2) The reactants are C(NC(C)C)(C)C.[Li]CCCC.[F:13][C:14]1[N:19]=[CH:18][C:17]([C:20]2[S:21][CH:22]=[CH:23][N:24]=2)=[CH:16][CH:15]=1.[N:25]1[CH:30]=[CH:29][C:28]([C:31](=[O:33])[CH3:32])=[CH:27][CH:26]=1. The catalyst is C1COCC1. The product is [F:13][C:14]1[N:19]=[CH:18][C:17]([C:20]2[S:21][C:22]([C:31]([C:28]3[CH:29]=[CH:30][N:25]=[CH:26][CH:27]=3)([OH:33])[CH3:32])=[CH:23][N:24]=2)=[CH:16][CH:15]=1. The yield is 0.220. (3) The reactants are C[O:2][C:3](=O)[CH2:4][C:5]([NH:7][C:8]1[CH:13]=[CH:12][C:11]([O:14][CH2:15][C:16]2[CH:21]=[CH:20][CH:19]=[C:18]([F:22])[CH:17]=2)=[C:10]([Cl:23])[CH:9]=1)=[O:6].[NH3:25]. The catalyst is CO. The product is [Cl:23][C:10]1[CH:9]=[C:8]([NH:7][C:5](=[O:6])[CH2:4][C:3]([NH2:25])=[O:2])[CH:13]=[CH:12][C:11]=1[O:14][CH2:15][C:16]1[CH:21]=[CH:20][CH:19]=[C:18]([F:22])[CH:17]=1. The yield is 1.00. (4) The reactants are [C:1]([C:3]1[CH:4]=[C:5]([CH:7]=[CH:8][CH:9]=1)[NH2:6])#[CH:2].N1C=CC=CC=1.Cl[C:17](OC1C=CC=CC=1)=[O:18].[Cl:26][C:27]1[CH:33]=[C:32]([O:34][C:35]2[C:36]3[N:43]([CH3:44])[CH:42]=[CH:41][C:37]=3[N:38]=[CH:39][N:40]=2)[CH:31]=[CH:30][C:28]=1[NH2:29]. The catalyst is CN1CCCC1=O. The product is [Cl:26][C:27]1[CH:33]=[C:32]([O:34][C:35]2[C:36]3[N:43]([CH3:44])[CH:42]=[CH:41][C:37]=3[N:38]=[CH:39][N:40]=2)[CH:31]=[CH:30][C:28]=1[NH:29][C:17]([NH:6][C:5]1[CH:7]=[CH:8][CH:9]=[C:3]([C:1]#[CH:2])[CH:4]=1)=[O:18]. The yield is 0.210.